Task: Predict the product of the given reaction.. Dataset: Forward reaction prediction with 1.9M reactions from USPTO patents (1976-2016) (1) Given the reactants [Cl:1][C:2]1[CH:3]=[C:4]([C:12]2[CH:33]=[CH:32][C:15]3[NH:16][C:17]([NH:19][C:20]([C:22]4[N:23]=[C:24]5[CH:29]=[CH:28][C:27](Cl)=[N:26][N:25]5[CH:31]=4)=[O:21])=[N:18][C:14]=3[CH:13]=2)[CH:5]=[CH:6][C:7]=1[C:8]([F:11])([F:10])[F:9].O1CCCCC1[O:40][C@@H:41]([CH3:44])[CH2:42][OH:43], predict the reaction product. The product is: [Cl:1][C:2]1[CH:3]=[C:4]([C:12]2[CH:33]=[CH:32][C:15]3[NH:16][C:17]([NH:19][C:20]([C:22]4[N:23]=[C:24]5[CH:29]=[CH:28][C:27]([O:43][CH2:42][C@@H:41]([OH:40])[CH3:44])=[N:26][N:25]5[CH:31]=4)=[O:21])=[N:18][C:14]=3[CH:13]=2)[CH:5]=[CH:6][C:7]=1[C:8]([F:9])([F:11])[F:10]. (2) Given the reactants [O-]P([O-])([O-])=O.[K+].[K+].[K+].[NH2:9][C:10]1([CH3:30])[CH2:15][CH2:14][N:13]([C:16]2[CH:17]=[C:18]([CH:26]=[C:27](Cl)[N:28]=2)[C:19]([O:21][C:22]([CH3:25])([CH3:24])[CH3:23])=[O:20])[CH2:12][CH2:11]1, predict the reaction product. The product is: [NH2:9][C:10]1([CH3:30])[CH2:15][CH2:14][N:13]([C:16]2[CH:17]=[C:18]([CH:26]=[CH:27][N:28]=2)[C:19]([O:21][C:22]([CH3:25])([CH3:23])[CH3:24])=[O:20])[CH2:12][CH2:11]1. (3) Given the reactants [NH2:1][C:2]1[N:7]=[CH:6][C:5]([C:8]2[CH:13]=[CH:12][C:11]([C:14]3[C:15]([SH:20])=[CH:16][CH:17]=[CH:18][CH:19]=3)=[CH:10][C:9]=2[F:21])=[CH:4][N:3]=1.[Cl:22][C:23]1[CH:28]=[N:27][CH:26]=[CH:25][N:24]=1, predict the reaction product. The product is: [ClH:22].[F:21][C:9]1[CH:10]=[C:11]([C:14]2[CH:19]=[CH:18][CH:17]=[CH:16][C:15]=2[S:20][C:23]2[CH:28]=[N:27][CH:26]=[CH:25][N:24]=2)[CH:12]=[CH:13][C:8]=1[C:5]1[CH:6]=[N:7][C:2]([NH2:1])=[N:3][CH:4]=1. (4) The product is: [CH2:14]([CH:16]([CH2:29][CH2:30][CH2:31][CH3:32])[CH2:17][O:18][C:19](=[O:28])[C:20]1[CH:21]=[CH:22][C:23]([N+:26]([O-:7])=[O:27])=[CH:24][CH:25]=1)[CH3:15]. Given the reactants S1C(C=[O:7])=CC=C1C=O.C(O)(=O)C.[CH2:14]([CH:16]([CH2:29][CH2:30][CH2:31][CH3:32])[CH2:17][O:18][C:19](=[O:28])[C:20]1[CH:25]=[CH:24][C:23]([NH:26][OH:27])=[CH:22][CH:21]=1)[CH3:15], predict the reaction product. (5) The product is: [O:22]1[CH:26]=[CH:25][C:24]([C:2]2[C:3]([C:16]3[CH:17]=[CH:18][CH:19]=[CH:20][CH:21]=3)=[N:4][C:5]3[C:10]([N:11]=2)=[CH:9][C:8]([C:12]([OH:14])=[O:13])=[CH:7][CH:6]=3)=[CH:23]1. Given the reactants Br[C:2]1[C:3]([C:16]2[CH:21]=[CH:20][CH:19]=[CH:18][CH:17]=2)=[N:4][C:5]2[C:10]([N:11]=1)=[CH:9][C:8]([C:12]([O:14]C)=[O:13])=[CH:7][CH:6]=2.[O:22]1[CH:26]=[CH:25][C:24](B(O)O)=[CH:23]1, predict the reaction product.